This data is from Full USPTO retrosynthesis dataset with 1.9M reactions from patents (1976-2016). The task is: Predict the reactants needed to synthesize the given product. Given the product [CH2:34]([N:22]1[CH:23]=[C:24]([C:26]2[CH:31]=[CH:30][C:29]([Cl:32])=[CH:28][C:27]=2[Cl:33])[N:25]=[C:21]1[C@@H:20]([NH:38][C:13](=[O:12])[CH2:14][CH2:15][CH2:16][CH2:19][CH2:20][CH3:21])[CH2:19][C:16]1[CH:15]=[CH:14][C:13]([O:12][CH2:11][C:44]2[CH:45]=[CH:46][C:41]([C:40]([OH:48])=[O:47])=[CH:42][CH:43]=2)=[CH:18][CH:17]=1)[CH2:35][CH2:36][CH3:37], predict the reactants needed to synthesize it. The reactants are: Cl.COC(=O)C1C=CC([CH2:11][O:12][C:13]2[CH:18]=[CH:17][C:16]([CH2:19][C@H:20]([NH2:38])[C:21]3[N:22]([CH2:34][CH2:35][CH2:36][CH3:37])[CH:23]=[C:24]([C:26]4[CH:31]=[CH:30][C:29]([Cl:32])=[CH:28][C:27]=4[Cl:33])[N:25]=3)=[CH:15][CH:14]=2)=CC=1.[C:40]([OH:48])(=[O:47])[CH2:41][CH2:42][CH2:43][CH2:44][CH2:45][CH3:46].